From a dataset of Forward reaction prediction with 1.9M reactions from USPTO patents (1976-2016). Predict the product of the given reaction. Given the reactants [C:1]1([C:7]([C:14]2[CH:19]=[CH:18][CH:17]=[CH:16][CH:15]=2)([CH3:13])[C:8]([N:10]=[C:11]=[O:12])=[O:9])[CH:6]=[CH:5][CH:4]=[CH:3][CH:2]=1.[CH2:20]([OH:23])[CH:21]=[CH2:22], predict the reaction product. The product is: [CH2:20]([O:23][C:11](=[O:12])[NH:10][C:8](=[O:9])[C:7]([C:1]1[CH:2]=[CH:3][CH:4]=[CH:5][CH:6]=1)([C:14]1[CH:19]=[CH:18][CH:17]=[CH:16][CH:15]=1)[CH3:13])[CH:21]=[CH2:22].